Dataset: Catalyst prediction with 721,799 reactions and 888 catalyst types from USPTO. Task: Predict which catalyst facilitates the given reaction. (1) Reactant: Br.Br[CH:3]([C:17]1[CH:22]=[CH:21][CH:20]=[CH:19][N:18]=1)[C:4]([C:6]1[CH:7]=[CH:8][C:9]2[O:14][CH2:13][C:12](=[O:15])[NH:11][C:10]=2[CH:16]=1)=O.[NH2:23][N:24]1[CH:28]=[N:27][N:26]=[C:25]1[SH:29].C(N(CC)CC)C.C(O)C. Product: [N:18]1[CH:19]=[CH:20][CH:21]=[CH:22][C:17]=1[CH:3]1[S:29][C:25]2=[N:26][N:27]=[CH:28][N:24]2[N:23]=[C:4]1[C:6]1[CH:7]=[CH:8][C:9]2[O:14][CH2:13][C:12](=[O:15])[NH:11][C:10]=2[CH:16]=1. The catalyst class is: 1. (2) Reactant: [Cl:1][C:2]1[CH:7]=[CH:6][C:5]([C:8]2[C:12]3[CH2:13][N:14]([C:17](=[O:19])[CH3:18])[CH2:15][CH2:16][C:11]=3[NH:10][N:9]=2)=[CH:4][C:3]=1[N+:20]([O-:22])=[O:21].C(=O)([O-])[O-].[Cs+].[Cs+].[CH2:29]([CH:31]1[O:33][CH2:32]1)Cl. Product: [Cl:1][C:2]1[CH:7]=[CH:6][C:5]([C:8]2[C:12]3[CH2:13][N:14]([C:17](=[O:19])[CH3:18])[CH2:15][CH2:16][C:11]=3[N:10]([CH2:29][CH:31]3[CH2:32][O:33]3)[N:9]=2)=[CH:4][C:3]=1[N+:20]([O-:22])=[O:21]. The catalyst class is: 248.